Dataset: Peptide-MHC class II binding affinity with 134,281 pairs from IEDB. Task: Regression. Given a peptide amino acid sequence and an MHC pseudo amino acid sequence, predict their binding affinity value. This is MHC class II binding data. (1) The peptide sequence is FEVDQTKIQYVIRAQ. The MHC is DRB3_0202 with pseudo-sequence DRB3_0202. The binding affinity (normalized) is 0. (2) The peptide sequence is EKKYFAATQFEPLCA. The MHC is HLA-DPA10103-DPB10601 with pseudo-sequence HLA-DPA10103-DPB10601. The binding affinity (normalized) is 0.930. (3) The peptide sequence is FDAFVAYHIGARIVS. The MHC is HLA-DQA10104-DQB10503 with pseudo-sequence HLA-DQA10104-DQB10503. The binding affinity (normalized) is 0.355. (4) The peptide sequence is GRGSGSSFEIKSTKPEASSG. The MHC is DRB4_0101 with pseudo-sequence DRB4_0103. The binding affinity (normalized) is 1.00. (5) The peptide sequence is EKKYFAATQFEYLAA. The MHC is HLA-DQA10501-DQB10201 with pseudo-sequence HLA-DQA10501-DQB10201. The binding affinity (normalized) is 0.565. (6) The peptide sequence is AAATAGTTVYGAFAH. The MHC is HLA-DPA10103-DPB10401 with pseudo-sequence HLA-DPA10103-DPB10401. The binding affinity (normalized) is 0.162. (7) The peptide sequence is EVWNRVWITNNPHMQ. The MHC is DRB3_0202 with pseudo-sequence DRB3_0202. The binding affinity (normalized) is 0.797. (8) The peptide sequence is AAEILRPTKRFPPALPIWAR. The MHC is DRB1_1101 with pseudo-sequence DRB1_1101. The binding affinity (normalized) is 0.596.